Predict the reaction yield, written as a fraction of the theoretical maximum amount of product (1.0 means a 100% yield; for example, 0.34 means a 34% yield). From a dataset of Reaction yield outcomes from USPTO patents with 853,638 reactions. The reactants are C(OC([N:8]1[CH2:12][C@@H:11]([C:13]2[C:21]3[C:16](=[CH:17][CH:18]=[CH:19][CH:20]=3)[NH:15][CH:14]=2)[C@H:10]([C:22]2[C:32]3=[C:33]4[C:28](=[CH:29][CH:30]=[CH:31]3)[CH2:27][CH2:26][CH2:25][N:24]4[CH:23]=2)[CH2:9]1)=O)(C)(C)C.Cl.O1CCOCC1.CCN(C(C)C)C(C)C.[CH:50]([S:53](Cl)(=[O:55])=[O:54])([CH3:52])[CH3:51]. The catalyst is C(Cl)Cl. The product is [NH:15]1[C:16]2[C:21](=[CH:20][CH:19]=[CH:18][CH:17]=2)[C:13]([C@@H:11]2[CH2:12][N:8]([S:53]([CH:50]([CH3:52])[CH3:51])(=[O:55])=[O:54])[CH2:9][C@H:10]2[C:22]2[C:32]3=[C:33]4[C:28](=[CH:29][CH:30]=[CH:31]3)[CH2:27][CH2:26][CH2:25][N:24]4[CH:23]=2)=[CH:14]1. The yield is 0.500.